Dataset: Forward reaction prediction with 1.9M reactions from USPTO patents (1976-2016). Task: Predict the product of the given reaction. (1) Given the reactants [F:1][C:2]1[CH:10]=[CH:9][C:5]([CH2:6][CH2:7][NH2:8])=[CH:4][CH:3]=1.[CH3:11][O:12][CH:13]([O:16][CH3:17])[CH:14]=O.C(O[BH-](OC(=O)C)OC(=O)C)(=O)C.[Na+], predict the reaction product. The product is: [F:1][C:2]1[CH:10]=[CH:9][C:5]([CH2:6][CH2:7][NH:8][CH2:14][CH:13]([O:16][CH3:17])[O:12][CH3:11])=[CH:4][CH:3]=1. (2) Given the reactants [CH3:1][S:2](Cl)(=[O:4])=[O:3].Cl.Cl.[Cl:8][C:9]1[C:10]([F:35])=[C:11]([NH:15][C:16]2[C:25]3[C:20](=[CH:21][C:22]([O:28][CH:29]4[CH2:34][CH2:33][NH:32][CH2:31][CH2:30]4)=[C:23]([O:26][CH3:27])[CH:24]=3)[N:19]=[CH:18][N:17]=2)[CH:12]=[CH:13][CH:14]=1, predict the reaction product. The product is: [Cl:8][C:9]1[C:10]([F:35])=[C:11]([NH:15][C:16]2[C:25]3[C:20](=[CH:21][C:22]([O:28][CH:29]4[CH2:34][CH2:33][N:32]([S:2]([CH3:1])(=[O:4])=[O:3])[CH2:31][CH2:30]4)=[C:23]([O:26][CH3:27])[CH:24]=3)[N:19]=[CH:18][N:17]=2)[CH:12]=[CH:13][CH:14]=1.